From a dataset of Catalyst prediction with 721,799 reactions and 888 catalyst types from USPTO. Predict which catalyst facilitates the given reaction. (1) Reactant: C1(P(C2CCCCC2)C2C=CC=CC=2C2C(OC(C)C)=CC=CC=2OC(C)C)CCCCC1.[Cl:34][C:35]1[CH:40]=[CH:39][C:38]([CH:41]2[CH2:47][CH2:46][NH:45][C:44](=[O:48])[C:43]3[S:49][C:50](I)=[CH:51][C:42]2=3)=[CH:37][CH:36]=1.[NH:53]1[CH2:58][CH2:57][O:56][C@H:55]([CH2:59][OH:60])[CH2:54]1.C[Si]([N-][Si](C)(C)C)(C)C.[Li+]. Product: [Cl:34][C:35]1[CH:40]=[CH:39][C:38]([CH:41]2[CH2:47][CH2:46][NH:45][C:44](=[O:48])[C:43]3[S:49][C:50]([N:53]4[CH2:58][CH2:57][O:56][CH:55]([CH2:59][OH:60])[CH2:54]4)=[CH:51][C:42]2=3)=[CH:37][CH:36]=1. The catalyst class is: 7. (2) Reactant: Br[C:2]1[CH:3]=[C:4]2[C:21](=[CH:22][CH:23]=1)[O:20][C:7]1([CH2:12][CH2:11][N:10]([C:13]([O:15][C:16]([CH3:19])([CH3:18])[CH3:17])=[O:14])[CH2:9][CH2:8]1)[CH2:6][C:5]2=[O:24].[NH2:25][C:26]1[N:30]([CH3:31])[N:29]=[CH:28][CH:27]=1.C(P(C(C)(C)C)C1C=CC=CC=1C1C=CC=CC=1)(C)(C)C.C(=O)([O-])[O-].[Cs+].[Cs+]. Product: [CH3:31][N:30]1[C:26]([NH:25][C:2]2[CH:3]=[C:4]3[C:21](=[CH:22][CH:23]=2)[O:20][C:7]2([CH2:12][CH2:11][N:10]([C:13]([O:15][C:16]([CH3:19])([CH3:18])[CH3:17])=[O:14])[CH2:9][CH2:8]2)[CH2:6][C:5]3=[O:24])=[CH:27][CH:28]=[N:29]1. The catalyst class is: 160. (3) Reactant: [F:1][C:2]([F:53])([F:52])[C:3]1[CH:4]=[C:5]([CH:45]=[C:46]([C:48]([F:51])([F:50])[F:49])[CH:47]=1)[CH2:6][N:7]([CH2:23][C:24]1[C:25]([C:34]2[CH:39]=[C:38]([CH:40]([CH3:42])[CH3:41])[CH:37]=[CH:36][C:35]=2[O:43][CH3:44])=[N:26][C:27]2[C:32]([CH:33]=1)=[CH:31][CH:30]=[CH:29][CH:28]=2)[C:8]1[N:13]=[CH:12][C:11]([O:14][CH2:15][CH2:16][CH2:17][C:18]([O:20]CC)=[O:19])=[CH:10][N:9]=1.[OH-].[Na+].C(OCC)C.O. Product: [F:53][C:2]([F:1])([F:52])[C:3]1[CH:4]=[C:5]([CH:45]=[C:46]([C:48]([F:49])([F:51])[F:50])[CH:47]=1)[CH2:6][N:7]([CH2:23][C:24]1[C:25]([C:34]2[CH:39]=[C:38]([CH:40]([CH3:42])[CH3:41])[CH:37]=[CH:36][C:35]=2[O:43][CH3:44])=[N:26][C:27]2[C:32]([CH:33]=1)=[CH:31][CH:30]=[CH:29][CH:28]=2)[C:8]1[N:9]=[CH:10][C:11]([O:14][CH2:15][CH2:16][CH2:17][C:18]([OH:20])=[O:19])=[CH:12][N:13]=1. The catalyst class is: 8.